From a dataset of Full USPTO retrosynthesis dataset with 1.9M reactions from patents (1976-2016). Predict the reactants needed to synthesize the given product. (1) Given the product [CH2:1]([O:3][C:4]([C:6]1([C:9]2[CH:10]=[CH:11][C:12]([C:15]3[CH:20]=[CH:19][C:18]([C:21]4[O:25][N:24]=[C:23]([CH3:26])[C:22]=4[NH:27][C:31]4[CH:32]=[CH:33][CH:34]=[C:29]([Br:28])[CH:30]=4)=[CH:17][CH:16]=3)=[CH:13][CH:14]=2)[CH2:8][CH2:7]1)=[O:5])[CH3:2], predict the reactants needed to synthesize it. The reactants are: [CH2:1]([O:3][C:4]([C:6]1([C:9]2[CH:14]=[CH:13][C:12]([C:15]3[CH:20]=[CH:19][C:18]([C:21]4[O:25][N:24]=[C:23]([CH3:26])[C:22]=4[NH2:27])=[CH:17][CH:16]=3)=[CH:11][CH:10]=2)[CH2:8][CH2:7]1)=[O:5])[CH3:2].[Br:28][C:29]1[CH:34]=[CH:33][CH:32]=[C:31](Br)[CH:30]=1. (2) Given the product [Br:1][C:2]1[CH:24]=[CH:23][C:5]2[NH:6][CH:7]([CH2:10][C:11]([O:13][CH2:14][CH3:15])=[O:12])[CH2:8][O:9][C:4]=2[CH:3]=1, predict the reactants needed to synthesize it. The reactants are: [Br:1][C:2]1[CH:24]=[CH:23][C:5]2[N:6](C(OC(C)(C)C)=O)[CH:7]([CH2:10][C:11]([O:13][CH2:14][CH3:15])=[O:12])[CH2:8][O:9][C:4]=2[CH:3]=1.O1CCOCC1. (3) Given the product [Br:35][CH2:1][C@:2]1([C:28]2[CH:33]=[CH:32][CH:31]=[C:30]([CH3:34])[CH:29]=2)[O:6][C:5](=[O:7])[N:4]([C:8]([C:15]2[CH:20]=[CH:19][CH:18]=[CH:17][CH:16]=2)([C:9]2[CH:10]=[CH:11][CH:12]=[CH:13][CH:14]=2)[C:21]2[CH:22]=[CH:23][CH:24]=[CH:25][CH:26]=2)[C:3]1=[O:27], predict the reactants needed to synthesize it. The reactants are: [CH3:1][C@:2]1([C:28]2[CH:33]=[CH:32][CH:31]=[C:30]([CH3:34])[CH:29]=2)[O:6][C:5](=[O:7])[N:4]([C:8]([C:21]2[CH:26]=[CH:25][CH:24]=[CH:23][CH:22]=2)([C:15]2[CH:20]=[CH:19][CH:18]=[CH:17][CH:16]=2)[C:9]2[CH:14]=[CH:13][CH:12]=[CH:11][CH:10]=2)[C:3]1=[O:27].[Br:35]NC(=O)CCC(N)=O.CC(N=NC(C#N)(C)C)(C#N)C.